Dataset: Reaction yield outcomes from USPTO patents with 853,638 reactions. Task: Predict the reaction yield, written as a fraction of the theoretical maximum amount of product (1.0 means a 100% yield; for example, 0.34 means a 34% yield). (1) The reactants are [C:1]([CH2:3][C:4]1([N:22]2[CH:26]=[C:25]([C:27]3[C:28]4[CH:35]=[CH:34][N:33]([CH2:36][O:37][CH2:38][CH2:39][Si:40]([CH3:43])([CH3:42])[CH3:41])[C:29]=4[N:30]=[CH:31][N:32]=3)[CH:24]=[N:23]2)[CH2:7][N:6]([CH:8]2[CH2:13][CH2:12][N:11](C(OC(C)(C)C)=O)[CH:10]([CH3:21])[CH2:9]2)[CH2:5]1)#[N:2].Cl.O1CCOCC1. The catalyst is CO. The product is [CH3:21][CH:10]1[CH2:9][CH:8]([N:6]2[CH2:7][C:4]([CH2:3][C:1]#[N:2])([N:22]3[CH:26]=[C:25]([C:27]4[C:28]5[CH:35]=[CH:34][N:33]([CH2:36][O:37][CH2:38][CH2:39][Si:40]([CH3:42])([CH3:41])[CH3:43])[C:29]=5[N:30]=[CH:31][N:32]=4)[CH:24]=[N:23]3)[CH2:5]2)[CH2:13][CH2:12][NH:11]1. The yield is 0.990. (2) The reactants are [Cl:1][C:2]1[CH:3]=[N:4][N:5]([CH3:16])[C:6]=1[C:7]1[CH:8]=[C:9]([C:13]([OH:15])=O)[S:10][C:11]=1[CH3:12].[NH2:17][C@@H:18]([CH2:31][C:32]1[CH:37]=[CH:36][CH:35]=[C:34]([F:38])[CH:33]=1)[CH2:19][N:20]1[C:28](=[O:29])[C:27]2[C:22](=[CH:23][CH:24]=[CH:25][CH:26]=2)[C:21]1=[O:30].CC(OC(N[C@H](C(O)=O)CC1C=CC=CC=1C(F)(F)F)=O)(C)C.C1CN([P+](Br)(N2CCCC2)N2CCCC2)CC1.F[P-](F)(F)(F)(F)F.CCN(C(C)C)C(C)C. The product is [Cl:1][C:2]1[CH:3]=[N:4][N:5]([CH3:16])[C:6]=1[C:7]1[CH:8]=[C:9]([C:13]([NH:17][C@@H:18]([CH2:31][C:32]2[CH:37]=[CH:36][CH:35]=[C:34]([F:38])[CH:33]=2)[CH2:19][N:20]2[C:28](=[O:29])[C:27]3[C:22](=[CH:23][CH:24]=[CH:25][CH:26]=3)[C:21]2=[O:30])=[O:15])[S:10][C:11]=1[CH3:12]. The yield is 0.420. The catalyst is C(Cl)(Cl)Cl.